From a dataset of Catalyst prediction with 721,799 reactions and 888 catalyst types from USPTO. Predict which catalyst facilitates the given reaction. Reactant: Cl[C:2]1[CH:9]=[CH:8][C:7]([Cl:10])=[CH:6][C:3]=1[C:4]#[N:5].C(=O)([O-])[O-].[Cs+].[Cs+].[NH:17]1[CH:21]=[N:20][CH:19]=[N:18]1. Product: [Cl:10][C:7]1[CH:8]=[CH:9][C:2]([N:17]2[CH:21]=[N:20][CH:19]=[N:18]2)=[C:3]([CH:6]=1)[C:4]#[N:5]. The catalyst class is: 18.